This data is from Full USPTO retrosynthesis dataset with 1.9M reactions from patents (1976-2016). The task is: Predict the reactants needed to synthesize the given product. (1) Given the product [CH:1]([C:4]1[CH:9]=[CH:8][N+:7]([O-:23])=[C:6]2[C:10]([CH3:14])=[N:11][N:12]([CH3:13])[C:5]=12)([CH3:3])[CH3:2], predict the reactants needed to synthesize it. The reactants are: [CH:1]([C:4]1[CH:9]=[CH:8][N:7]=[C:6]2[C:10]([CH3:14])=[N:11][N:12]([CH3:13])[C:5]=12)([CH3:3])[CH3:2].C1C=C(Cl)C=C(C(OO)=[O:23])C=1.C([O-])(O)=O.[Na+]. (2) Given the product [Cl:19][C:4]1[CH:5]=[CH:6][CH:7]=[C:2]([I:1])[C:3]=1[OH:8], predict the reactants needed to synthesize it. The reactants are: [I:1][C:2]1[CH:7]=[CH:6][CH:5]=[CH:4][C:3]=1[OH:8].C(NC(C)C)(C)C.S(Cl)([Cl:19])(=O)=O.